This data is from Forward reaction prediction with 1.9M reactions from USPTO patents (1976-2016). The task is: Predict the product of the given reaction. (1) The product is: [Cl:21][CH2:22][CH2:23][CH2:24][CH2:25][CH:26]([C:27]1[NH:53][N:52]=[C:15]([NH:14][C:11]2[CH:12]=[CH:13][C:8]([N:6]3[CH:7]=[C:3]([Cl:2])[N:4]=[CH:5]3)=[C:9]([O:19][CH3:20])[CH:10]=2)[N:16]=1)[C:30]1[CH:35]=[CH:34][CH:33]=[CH:32][CH:31]=1. Given the reactants I.[Cl:2][C:3]1[N:4]=[CH:5][N:6]([C:8]2[CH:13]=[CH:12][C:11]([NH:14][C:15](SC)=[NH:16])=[CH:10][C:9]=2[O:19][CH3:20])[CH:7]=1.[Cl:21][CH2:22][CH2:23][CH2:24][CH2:25][CH:26]([C:30]1[CH:35]=[CH:34][CH:33]=[CH:32][CH:31]=1)[C:27](O)=O.CN1CCOCC1.C(N(CC)C(C)C)(C)C.[NH2:52][NH2:53], predict the reaction product. (2) Given the reactants [C:1]1([C:7]([CH3:14])([CH3:13])[C:8](=[O:12])[C:9]([O-:11])=[O:10])[CH:6]=[CH:5][CH:4]=[CH:3][CH:2]=1.[CH3:15][Si](C=[N+]=[N-])(C)C, predict the reaction product. The product is: [C:1]1([C:7]([CH3:14])([CH3:13])[C:8](=[O:12])[C:9]([O:11][CH3:15])=[O:10])[CH:6]=[CH:5][CH:4]=[CH:3][CH:2]=1. (3) Given the reactants [NH2:1][C@@H:2]([C@@H:39]([C:46]1[CH:51]=[CH:50][C:49]([Cl:52])=[CH:48][CH:47]=1)[CH:40]1[CH2:45][CH2:44][O:43][CH2:42][CH2:41]1)[C:3]([NH:5][C:6]1[CH:37]=[CH:36][CH:35]=[C:34]([F:38])[C:7]=1[CH2:8][CH2:9][C@@H:10]1[N:15]([S:16]([C:19]2[CH:24]=[CH:23][C:22]([F:25])=[CH:21][CH:20]=2)(=[O:18])=[O:17])[C@H:14]([CH3:26])[CH2:13][N:12]([C:27]([O:29][C:30]([CH3:33])([CH3:32])[CH3:31])=[O:28])[CH2:11]1)=[O:4].[C:53](=O)([O:62][CH3:63])[O:54]N1C(=O)CCC1=O, predict the reaction product. The product is: [Cl:52][C:49]1[CH:48]=[CH:47][C:46]([C@@H:39]([CH:40]2[CH2:41][CH2:42][O:43][CH2:44][CH2:45]2)[C@H:2]([NH:1][C:53]([O:62][CH3:63])=[O:54])[C:3]([NH:5][C:6]2[CH:37]=[CH:36][CH:35]=[C:34]([F:38])[C:7]=2[CH2:8][CH2:9][C@@H:10]2[N:15]([S:16]([C:19]3[CH:24]=[CH:23][C:22]([F:25])=[CH:21][CH:20]=3)(=[O:18])=[O:17])[C@H:14]([CH3:26])[CH2:13][N:12]([C:27]([O:29][C:30]([CH3:32])([CH3:33])[CH3:31])=[O:28])[CH2:11]2)=[O:4])=[CH:51][CH:50]=1. (4) Given the reactants [NH2:1][C@H:2]1[CH2:6][N:5]([C:7]([O:9][C:10]([CH3:13])([CH3:12])[CH3:11])=[O:8])[C@@H:4]([CH2:14][N:15]2[C:23](=[O:24])[C:22]3[C:17](=[CH:18][CH:19]=[CH:20][CH:21]=3)[C:16]2=[O:25])[CH2:3]1.[CH3:26][O:27][C:28]1[CH:33]=[CH:32][C:31]([Cl:34])=[CH:30][C:29]=1[S:35](Cl)(=[O:37])=[O:36], predict the reaction product. The product is: [Cl:34][C:31]1[CH:32]=[CH:33][C:28]([O:27][CH3:26])=[C:29]([S:35]([NH:1][C@H:2]2[CH2:6][N:5]([C:7]([O:9][C:10]([CH3:12])([CH3:13])[CH3:11])=[O:8])[C@@H:4]([CH2:14][N:15]3[C:23](=[O:24])[C:22]4[C:17](=[CH:18][CH:19]=[CH:20][CH:21]=4)[C:16]3=[O:25])[CH2:3]2)(=[O:36])=[O:37])[CH:30]=1.